This data is from Full USPTO retrosynthesis dataset with 1.9M reactions from patents (1976-2016). The task is: Predict the reactants needed to synthesize the given product. (1) Given the product [P:1]([O:5][CH2:18][C@H:17]1[O:22][C@@H:12]([N:11]2[CH:24]=[CH:7][C:8](=[O:26])[NH:9][C:10]2=[O:25])[C@H:13]([OH:14])[C@@H:15]1[OH:16])([OH:4])([OH:3])=[O:2], predict the reactants needed to synthesize it. The reactants are: [P:1]([O-:5])([O-:4])([O-:3])=[O:2].[2H][C:7]1[C:8](=[O:26])[NH:9][C:10](=[O:25])[N:11]([CH:24]=1)[C@@H:12]1[O:22][C@H:17]([C:18]([2H])([2H])O)[C@@H:15]([OH:16])[C@@:13]1(C)[OH:14]. (2) Given the product [CH3:1][O:2][C:3]1[CH:4]=[CH:5][C:6]2[N:12]3[CH:13]=[N:14][C:15]([C:16]([O:18][CH:38]([C:39]([F:42])([F:41])[F:40])[C:37]([F:45])([F:44])[F:36])=[O:17])=[C:11]3[C@@H:10]3[CH2:19][CH2:20][CH2:21][N:9]3[C:8](=[O:22])[C:7]=2[CH:23]=1, predict the reactants needed to synthesize it. The reactants are: [CH3:1][O:2][C:3]1[CH:4]=[CH:5][C:6]2[N:12]3[CH:13]=[N:14][C:15]([C:16]([OH:18])=[O:17])=[C:11]3[C@@H:10]3[CH2:19][CH2:20][CH2:21][N:9]3[C:8](=[O:22])[C:7]=2[CH:23]=1.C(C1NC=CN=1)(C1NC=CN=1)=O.[F:36][C:37]([F:45])([F:44])[CH:38](O)[C:39]([F:42])([F:41])[F:40]. (3) Given the product [Cl:1][C:2]1[CH:3]=[C:4]([CH2:27][CH:28]=[O:29])[CH:5]=[CH:6][C:7]=1[C:8]1[N:12]=[C:11]([C:13]2[N:14]=[C:15]3[C:20]([Cl:21])=[CH:19][C:18]([C:22]([F:23])([F:25])[F:24])=[CH:17][N:16]3[CH:26]=2)[O:10][N:9]=1, predict the reactants needed to synthesize it. The reactants are: [Cl:1][C:2]1[CH:3]=[C:4]([CH2:27][CH2:28][OH:29])[CH:5]=[CH:6][C:7]=1[C:8]1[N:12]=[C:11]([C:13]2[N:14]=[C:15]3[C:20]([Cl:21])=[CH:19][C:18]([C:22]([F:25])([F:24])[F:23])=[CH:17][N:16]3[CH:26]=2)[O:10][N:9]=1.S([O-])([O-])(=O)=S.[Na+].[Na+].C(=O)(O)[O-].[Na+]. (4) The reactants are: [C:1]([O:5][C:6]([N:8]1[CH2:12][C@@H:11](Cl)[CH2:10][C@H:9]1[CH2:14][O:15][CH2:16][C:17]1[CH:22]=[C:21]([F:23])[C:20]([F:24])=[CH:19][C:18]=1[F:25])=[O:7])([CH3:4])([CH3:3])[CH3:2].[C:26]([O-:29])(=[S:28])[CH3:27].[K+]. Given the product [C:1]([O:5][C:6]([N:8]1[CH2:12][C@@H:11]([S:28][C:26](=[O:29])[CH3:27])[CH2:10][C@@H:9]1[CH2:14][O:15][CH2:16][C:17]1[CH:22]=[C:21]([F:23])[C:20]([F:24])=[CH:19][C:18]=1[F:25])=[O:7])([CH3:4])([CH3:3])[CH3:2], predict the reactants needed to synthesize it. (5) Given the product [ClH:1].[NH2:56][CH2:55][C@H:52]1[CH2:51][CH2:50][C@H:49]([C:47]([NH:46][C@H:26]([C:27](=[O:45])[NH:28][C:29]2[CH:30]=[CH:31][C:32]3[N:36]=[C:35]([C:37]([F:42])([F:43])[C:38]([F:39])([F:40])[F:41])[NH:34][C:33]=3[CH:44]=2)[CH2:25][C:21]2[CH:20]=[C:19]([C:4]3[CH:5]=[CH:6][C:7]([C:9]([NH:10][C@@H:11]4[CH2:16][CH2:15][CH2:14][NH:13][C:12]4=[O:17])=[O:18])=[CH:8][C:3]=3[CH3:2])[CH:24]=[CH:23][CH:22]=2)=[O:48])[CH2:54][CH2:53]1, predict the reactants needed to synthesize it. The reactants are: [ClH:1].[CH3:2][C:3]1[CH:8]=[C:7]([C:9](=[O:18])[NH:10][C@@H:11]2[CH2:16][CH2:15][CH2:14][NH:13][C:12]2=[O:17])[CH:6]=[CH:5][C:4]=1[C:19]1[CH:24]=[CH:23][CH:22]=[C:21]([CH2:25][C@H:26]([NH:46][C:47]([C@H:49]2[CH2:54][CH2:53][C@H:52]([CH2:55][NH:56]C(=O)OC(C)(C)C)[CH2:51][CH2:50]2)=[O:48])[C:27](=[O:45])[NH:28][C:29]2[CH:30]=[CH:31][C:32]3[N:36]=[C:35]([C:37]([F:43])([F:42])[C:38]([F:41])([F:40])[F:39])[NH:34][C:33]=3[CH:44]=2)[CH:20]=1.C(#N)C. (6) Given the product [Cl:36][C:37]1[CH:38]=[N:39][CH:40]=[C:41]([Cl:43])[C:42]=1[NH:49][C:24]([C:16]1[C:15]2[C:14]3[C:9](=[CH:10][CH:11]=[CH:12][CH:13]=3)[N:8]([CH2:1][C:2]3[CH:3]=[CH:4][CH:5]=[CH:6][CH:7]=3)[C:20]=2[C:19]([O:21][CH2:22][CH3:23])=[CH:18][CH:17]=1)=[O:26], predict the reactants needed to synthesize it. The reactants are: [CH2:1]([N:8]1[C:20]2[C:19]([O:21][CH2:22][CH3:23])=[CH:18][CH:17]=[C:16]([C:24]([O:26]C3C=CC([N+]([O-])=O)=CC=3)=O)[C:15]=2[C:14]2[C:9]1=[CH:10][CH:11]=[CH:12][CH:13]=2)[C:2]1[CH:7]=[CH:6][CH:5]=[CH:4][CH:3]=1.[Cl:36][C:37]1[C:38](N)=[N:39][CH:40]=[C:41]([Cl:43])[CH:42]=1.[H-].[Na+].Cl.C[N:49](C=O)C. (7) Given the product [NH2:15][C@H:10]([CH2:11][OH:12])[C:9]([NH:8][CH2:1][C:2]1[CH:7]=[CH:6][CH:5]=[CH:4][CH:3]=1)=[O:14], predict the reactants needed to synthesize it. The reactants are: [CH2:1]([NH:8][C:9](=[O:14])[C@@H:10](Br)[CH2:11][OH:12])[C:2]1[CH:7]=[CH:6][CH:5]=[CH:4][CH:3]=1.[N-:15]=[N+]=[N-].[Na+].O.C([O-])(O)=O.[Na+]. (8) Given the product [Cl:25][C:10]1[NH:7][C:6]2[C:15]([C:16]=1[CH:17]=[O:21])=[CH:19][CH:20]=[C:12]([Cl:11])[CH:13]=2, predict the reactants needed to synthesize it. The reactants are: P(Cl)(Cl)(Cl)=O.[CH3:6][N:7]([CH3:10])C=O.[Cl:11][C:12]1[CH:20]=[C:19]2[C:15]([CH2:16][C:17](=[O:21])N2)=C[CH:13]=1.C(Cl)(=O)C([Cl:25])=O. (9) Given the product [Cl:19][C:5]1[C:6]([NH:8][C@@H:9]2[C@@H:14]3[CH2:15][C@@H:11]([CH:12]=[CH:13]3)[C@@H:10]2[C:16]([NH2:18])=[O:17])=[N:7][C:2]([NH:20][C:21]2[C:36]([O:37][CH3:38])=[CH:35][C:24]3[CH2:25][CH2:26][N:27]([CH2:30][C:31]([OH:33])([CH3:34])[CH3:32])[CH2:28][CH2:29][C:23]=3[CH:22]=2)=[N:3][CH:4]=1, predict the reactants needed to synthesize it. The reactants are: Cl[C:2]1[N:7]=[C:6]([NH:8][C@@H:9]2[C@@H:14]3[CH2:15][C@@H:11]([CH:12]=[CH:13]3)[C@@H:10]2[C:16]([NH2:18])=[O:17])[C:5]([Cl:19])=[CH:4][N:3]=1.[NH2:20][C:21]1[C:36]([O:37][CH3:38])=[CH:35][C:24]2[CH2:25][CH2:26][N:27]([CH2:30][C:31]([CH3:34])([OH:33])[CH3:32])[CH2:28][CH2:29][C:23]=2[CH:22]=1. (10) Given the product [C@H:10]12[CH2:23][C@H:13]([CH2:12][CH2:11]1)[C@@H:14]([CH2:15][NH:16][C:17](=[O:22])[C:18]([F:20])([F:21])[F:19])[NH:9]2, predict the reactants needed to synthesize it. The reactants are: Cl.C(OC([N:9]1[C@H:14]([CH2:15][NH:16][C:17](=[O:22])[C:18]([F:21])([F:20])[F:19])[C@@H:13]2[CH2:23][C@H:10]1[CH2:11][CH2:12]2)=O)(C)(C)C.